Dataset: Reaction yield outcomes from USPTO patents with 853,638 reactions. Task: Predict the reaction yield, written as a fraction of the theoretical maximum amount of product (1.0 means a 100% yield; for example, 0.34 means a 34% yield). (1) The reactants are [CH3:1][C:2]1[C:3]([C:11]2[S:15][C:14]([C:16]([OH:18])=O)=[CH:13][CH:12]=2)=[N:4][O:5][C:6]=1[C:7]([F:10])([F:9])[F:8].[CH3:19][O:20][CH:21]1[CH2:26][CH2:25][NH:24][CH2:23][CH2:22]1. No catalyst specified. The product is [CH3:19][O:20][CH:21]1[CH2:26][CH2:25][N:24]([C:16]([C:14]2[S:15][C:11]([C:3]3[C:2]([CH3:1])=[C:6]([C:7]([F:8])([F:9])[F:10])[O:5][N:4]=3)=[CH:12][CH:13]=2)=[O:18])[CH2:23][CH2:22]1. The yield is 0.810. (2) The reactants are CC(C)([O-])C.[Na+].CN(C)C=O.[CH2:12]([OH:19])[C:13]1[CH:18]=[CH:17][CH:16]=[CH:15][CH:14]=1.F[C:21]1[CH:22]=[CH:23][C:24]([N+:29]([O-:31])=[O:30])=[C:25]([CH:28]=1)[NH:26][CH3:27]. The catalyst is O. The product is [CH2:12]([O:19][C:21]1[CH:22]=[CH:23][C:24]([N+:29]([O-:31])=[O:30])=[C:25]([CH:28]=1)[NH:26][CH3:27])[C:13]1[CH:18]=[CH:17][CH:16]=[CH:15][CH:14]=1. The yield is 0.920. (3) The reactants are [NH2:1][C:2]1[CH:3]=[C:4]([NH:10][S:11]([CH:14]=[CH:15][C:16]2[C:21]([O:22][CH3:23])=[CH:20][C:19]([O:24][CH3:25])=[CH:18][C:17]=2[O:26][CH3:27])(=[O:13])=[O:12])[CH:5]=[CH:6][C:7]=1[O:8][CH3:9].[H][H]. The catalyst is CO.[Pd]. The product is [NH2:1][C:2]1[CH:3]=[C:4]([NH:10][S:11]([CH2:14][CH2:15][C:16]2[C:21]([O:22][CH3:23])=[CH:20][C:19]([O:24][CH3:25])=[CH:18][C:17]=2[O:26][CH3:27])(=[O:13])=[O:12])[CH:5]=[CH:6][C:7]=1[O:8][CH3:9]. The yield is 0.950. (4) The reactants are [Br:1][C:2]1[CH:22]=[N:21][C:5]2[NH:6][C:7](=[O:20])[CH2:8][N:9](CC3C=CC(OC)=CC=3)[CH2:10][C:4]=2[CH:3]=1.CC(Cl)OC([Cl:28])=O. The catalyst is ClC(Cl)C.CO. The product is [ClH:28].[Br:1][C:2]1[CH:22]=[N:21][C:5]2[NH:6][C:7](=[O:20])[CH2:8][NH:9][CH2:10][C:4]=2[CH:3]=1. The yield is 0.460. (5) The reactants are [Br:1][C:2]1[CH:3]=[C:4]2[C:8](=[CH:9][CH:10]=1)[NH:7][N:6]=[CH:5]2.[H-].[Na+].I[CH2:14][CH3:15]. The catalyst is O1CCCC1. The product is [Br:1][C:2]1[CH:3]=[C:4]2[C:8](=[CH:9][CH:10]=1)[N:7]([CH2:14][CH3:15])[N:6]=[CH:5]2. The yield is 0.520. (6) The reactants are [BH4-].[Na+].[C:3]([C:6]1[CH:7]=[C:8]2[C:12](=[CH:13][CH:14]=1)[NH:11][C:10]([CH2:15][C:16]([NH2:18])=[O:17])=[C:9]2[S:19]([C:22]1[CH:27]=[C:26]([CH3:28])[CH:25]=[C:24]([CH3:29])[CH:23]=1)(=[O:21])=[O:20])(=[O:5])[CH3:4].O. The catalyst is O1CCCC1. The product is [OH:5][CH:3]([C:6]1[CH:7]=[C:8]2[C:12](=[CH:13][CH:14]=1)[NH:11][C:10]([CH2:15][C:16]([NH2:18])=[O:17])=[C:9]2[S:19]([C:22]1[CH:27]=[C:26]([CH3:28])[CH:25]=[C:24]([CH3:29])[CH:23]=1)(=[O:21])=[O:20])[CH3:4]. The yield is 0.830. (7) The reactants are Cl[CH:2](Cl)[C:3]1[N:4]=[C:5]2[CH:10]=[CH:9][CH:8]=[C:7]([F:11])[N:6]2[CH:12]=1.C([O-])(=[O:16])C.[Na+]. The catalyst is C(O)C.O. The product is [F:11][C:7]1[N:6]2[CH:12]=[C:3]([CH:2]=[O:16])[N:4]=[C:5]2[CH:10]=[CH:9][CH:8]=1. The yield is 0.520. (8) The yield is 0.960. The catalyst is C1COCC1.O.CN(C=O)C. The product is [N+:1]([C:4]1[CH:5]=[C:6]([C:7]([N:27]2[CH2:32][CH2:31][O:30][CH2:29][CH2:28]2)=[O:9])[CH:10]=[CH:11][C:12]=1[N+:13]([O-:15])=[O:14])([O-:3])=[O:2]. The reactants are [N+:1]([C:4]1[CH:5]=[C:6]([CH:10]=[CH:11][C:12]=1[N+:13]([O-:15])=[O:14])[C:7]([OH:9])=O)([O-:3])=[O:2].S(Cl)(Cl)=O.C(N(CC)CC)C.[NH:27]1[CH2:32][CH2:31][O:30][CH2:29][CH2:28]1. (9) The reactants are [OH:1][C:2]1[CH:3]=[C:4]2[C:8](=[CH:9][CH:10]=1)[NH:7][CH:6]=[CH:5]2.C([O-])([O-])=O.[K+].[K+].I[CH2:18][CH3:19].ClCCl.CO. The catalyst is CC(C)=O. The product is [CH2:18]([O:1][C:2]1[CH:3]=[C:4]2[C:8](=[CH:9][CH:10]=1)[NH:7][CH:6]=[CH:5]2)[CH3:19]. The yield is 0.900. (10) The reactants are [Br:1][CH2:2][CH2:3][CH2:4][CH2:5][CH2:6][CH2:7][OH:8].[O:9]1[CH:14]=[CH:13][CH2:12][CH2:11][CH2:10]1. No catalyst specified. The product is [Br:1][CH2:2][CH2:3][CH2:4][CH2:5][CH2:6][CH2:7][O:8][CH:10]1[CH2:11][CH2:12][CH2:13][CH2:14][O:9]1. The yield is 0.909.